The task is: Predict the reaction yield, written as a fraction of the theoretical maximum amount of product (1.0 means a 100% yield; for example, 0.34 means a 34% yield).. This data is from Reaction yield outcomes from USPTO patents with 853,638 reactions. The reactants are C(N=[C:10]=[S:11])(=O)C1C=CC=CC=1.[C:12]([C:15]1[NH:19][CH:18]=[N:17][C:16]=1[NH:20][CH2:21][CH2:22][NH:23]C(=O)OC(C)(C)C)(=[O:14])[NH2:13].[F:31][C:32]([F:37])([F:36])[C:33]([OH:35])=[O:34]. The catalyst is ClCCl.CO. The product is [F:31][C:32]([F:37])([F:36])[C:33]([OH:35])=[O:34].[NH2:23][CH2:22][CH2:21][N:20]1[C:16]2[N:17]=[CH:18][NH:19][C:15]=2[C:12](=[O:14])[NH:13][C:10]1=[S:11]. The yield is 0.670.